This data is from NCI-60 drug combinations with 297,098 pairs across 59 cell lines. The task is: Regression. Given two drug SMILES strings and cell line genomic features, predict the synergy score measuring deviation from expected non-interaction effect. (1) Drug 1: CC1=C(C(=CC=C1)Cl)NC(=O)C2=CN=C(S2)NC3=CC(=NC(=N3)C)N4CCN(CC4)CCO. Drug 2: C1CN(P(=O)(OC1)NCCCl)CCCl. Cell line: HOP-62. Synergy scores: CSS=14.6, Synergy_ZIP=-4.17, Synergy_Bliss=3.67, Synergy_Loewe=-15.0, Synergy_HSA=1.11. (2) Drug 1: CN1C(=O)N2C=NC(=C2N=N1)C(=O)N. Drug 2: CC(C)NC(=O)C1=CC=C(C=C1)CNNC.Cl. Cell line: SK-MEL-28. Synergy scores: CSS=-1.61, Synergy_ZIP=-0.840, Synergy_Bliss=-4.48, Synergy_Loewe=-2.81, Synergy_HSA=-5.16. (3) Drug 1: C(=O)(N)NO. Drug 2: CC1CCC2CC(C(=CC=CC=CC(CC(C(=O)C(C(C(=CC(C(=O)CC(OC(=O)C3CCCCN3C(=O)C(=O)C1(O2)O)C(C)CC4CCC(C(C4)OC)O)C)C)O)OC)C)C)C)OC. Cell line: MOLT-4. Synergy scores: CSS=2.87, Synergy_ZIP=-7.66, Synergy_Bliss=-1.78, Synergy_Loewe=-18.5, Synergy_HSA=-3.22. (4) Drug 1: CC1C(C(CC(O1)OC2CC(OC(C2O)C)OC3=CC4=CC5=C(C(=O)C(C(C5)C(C(=O)C(C(C)O)O)OC)OC6CC(C(C(O6)C)O)OC7CC(C(C(O7)C)O)OC8CC(C(C(O8)C)O)(C)O)C(=C4C(=C3C)O)O)O)O. Drug 2: CN(C(=O)NC(C=O)C(C(C(CO)O)O)O)N=O. Cell line: UACC-257. Synergy scores: CSS=27.3, Synergy_ZIP=-0.497, Synergy_Bliss=-1.96, Synergy_Loewe=-63.7, Synergy_HSA=-1.55. (5) Drug 1: COC1=CC(=CC(=C1O)OC)C2C3C(COC3=O)C(C4=CC5=C(C=C24)OCO5)OC6C(C(C7C(O6)COC(O7)C8=CC=CS8)O)O. Drug 2: CC1=CC2C(CCC3(C2CCC3(C(=O)C)OC(=O)C)C)C4(C1=CC(=O)CC4)C. Cell line: SF-539. Synergy scores: CSS=50.8, Synergy_ZIP=6.90, Synergy_Bliss=6.90, Synergy_Loewe=-50.2, Synergy_HSA=6.89. (6) Drug 1: CNC(=O)C1=NC=CC(=C1)OC2=CC=C(C=C2)NC(=O)NC3=CC(=C(C=C3)Cl)C(F)(F)F. Drug 2: C1CN(P(=O)(OC1)NCCCl)CCCl. Cell line: SW-620. Synergy scores: CSS=-11.1, Synergy_ZIP=5.13, Synergy_Bliss=1.40, Synergy_Loewe=-11.7, Synergy_HSA=-11.7. (7) Drug 1: CCC1(CC2CC(C3=C(CCN(C2)C1)C4=CC=CC=C4N3)(C5=C(C=C6C(=C5)C78CCN9C7C(C=CC9)(C(C(C8N6C)(C(=O)OC)O)OC(=O)C)CC)OC)C(=O)OC)O.OS(=O)(=O)O. Drug 2: C(CC(=O)O)C(=O)CN.Cl. Cell line: HL-60(TB). Synergy scores: CSS=31.6, Synergy_ZIP=-0.248, Synergy_Bliss=6.49, Synergy_Loewe=-21.5, Synergy_HSA=7.13.